Dataset: NCI-60 drug combinations with 297,098 pairs across 59 cell lines. Task: Regression. Given two drug SMILES strings and cell line genomic features, predict the synergy score measuring deviation from expected non-interaction effect. (1) Cell line: SF-268. Drug 1: CC(C)(C#N)C1=CC(=CC(=C1)CN2C=NC=N2)C(C)(C)C#N. Drug 2: COCCOC1=C(C=C2C(=C1)C(=NC=N2)NC3=CC=CC(=C3)C#C)OCCOC.Cl. Synergy scores: CSS=-1.62, Synergy_ZIP=0.555, Synergy_Bliss=0.0582, Synergy_Loewe=-2.86, Synergy_HSA=-2.53. (2) Drug 1: C1=CN(C(=O)N=C1N)C2C(C(C(O2)CO)O)O.Cl. Drug 2: C(CCl)NC(=O)N(CCCl)N=O. Cell line: U251. Synergy scores: CSS=30.9, Synergy_ZIP=-14.2, Synergy_Bliss=-7.23, Synergy_Loewe=-5.25, Synergy_HSA=-2.88. (3) Drug 1: CC(CN1CC(=O)NC(=O)C1)N2CC(=O)NC(=O)C2. Drug 2: COC1=CC(=CC(=C1O)OC)C2C3C(COC3=O)C(C4=CC5=C(C=C24)OCO5)OC6C(C(C7C(O6)COC(O7)C8=CC=CS8)O)O. Cell line: T-47D. Synergy scores: CSS=41.5, Synergy_ZIP=-3.16, Synergy_Bliss=2.97, Synergy_Loewe=-10.1, Synergy_HSA=4.98. (4) Drug 1: C1=CC(=C2C(=C1NCCNCCO)C(=O)C3=C(C=CC(=C3C2=O)O)O)NCCNCCO. Drug 2: COC1=CC(=CC(=C1O)OC)C2C3C(COC3=O)C(C4=CC5=C(C=C24)OCO5)OC6C(C(C7C(O6)COC(O7)C8=CC=CS8)O)O. Cell line: SK-MEL-28. Synergy scores: CSS=43.5, Synergy_ZIP=-4.51, Synergy_Bliss=0.0608, Synergy_Loewe=-8.62, Synergy_HSA=3.43.